Dataset: Forward reaction prediction with 1.9M reactions from USPTO patents (1976-2016). Task: Predict the product of the given reaction. Given the reactants [F:1][C:2]1[CH:7]=[CH:6][CH:5]=[C:4]([F:8])[C:3]=1[N:9]1[C:14]2[N:15]=[C:16](S(C)=O)[N:17]=[C:18]([C:19]3[CH:20]=[C:21]([NH:26][C:27]([C:29]4[CH:33]=[CH:32][S:31][CH:30]=4)=[O:28])[CH:22]=[CH:23][C:24]=3[CH3:25])[C:13]=2[CH2:12][NH:11][C:10]1=[O:37].[CH3:38][N:39](C=O)[CH3:40], predict the reaction product. The product is: [F:8][C:4]1[CH:5]=[CH:6][CH:7]=[C:2]([F:1])[C:3]=1[N:9]1[C:14]2[N:15]=[C:16]([N:39]([CH3:40])[CH3:38])[N:17]=[C:18]([C:19]3[CH:20]=[C:21]([NH:26][C:27]([C:29]4[CH:33]=[CH:32][S:31][CH:30]=4)=[O:28])[CH:22]=[CH:23][C:24]=3[CH3:25])[C:13]=2[CH2:12][NH:11][C:10]1=[O:37].